Dataset: Reaction yield outcomes from USPTO patents with 853,638 reactions. Task: Predict the reaction yield, written as a fraction of the theoretical maximum amount of product (1.0 means a 100% yield; for example, 0.34 means a 34% yield). (1) The reactants are [CH2:1]([O:8][N:9]1[C:15](=[O:16])[N:14]2[CH2:17][C@H:10]1[CH2:11][CH2:12][C@H:13]2[C:18]([OH:20])=[O:19])[C:2]1[CH:7]=[CH:6][CH:5]=[CH:4][CH:3]=1.[CH2:21](O)[C:22]1[CH:27]=[CH:26][CH:25]=[CH:24][CH:23]=1.Cl.C(N=C=NCCCN(C)C)C. The catalyst is ClCCl. The product is [CH2:1]([O:8][N:9]1[C:15](=[O:16])[N:14]2[CH2:17][C@H:10]1[CH2:11][CH2:12][C@H:13]2[C:18]([O:20][CH2:21][C:22]1[CH:27]=[CH:26][CH:25]=[CH:24][CH:23]=1)=[O:19])[C:2]1[CH:7]=[CH:6][CH:5]=[CH:4][CH:3]=1. The yield is 0.330. (2) The reactants are [BH4-].[Na+].[OH:3][C:4]1[CH:5]=[C:6]([CH:16]=[CH:17][CH:18]=1)[C:7]([C:9]1[CH:14]=[CH:13][CH:12]=[C:11]([OH:15])[CH:10]=1)=[O:8].Cl. The catalyst is O.CCO. The product is [OH:3][C:4]1[CH:5]=[C:6]([CH:7]([C:9]2[CH:14]=[CH:13][CH:12]=[C:11]([OH:15])[CH:10]=2)[OH:8])[CH:16]=[CH:17][CH:18]=1. The yield is 0.850. (3) The reactants are [CH3:1][C:2]1([CH:18]=[O:19])[CH2:17][CH2:16][CH2:15][C:4]2([O:8][C:7](=[O:9])[N:6]([CH2:10][C:11]([CH3:14])([CH3:13])[CH3:12])[CH2:5]2)[CH2:3]1.CO.[BH4-].[Na+]. The catalyst is C1COCC1. The product is [OH:19][CH2:18][C:2]1([CH3:1])[CH2:17][CH2:16][CH2:15][C:4]2([O:8][C:7](=[O:9])[N:6]([CH2:10][C:11]([CH3:13])([CH3:14])[CH3:12])[CH2:5]2)[CH2:3]1. The yield is 0.750. (4) The reactants are [Cl:1][CH2:2][C:3]([C:5]1[CH:6]=[C:7]2[C:11](=[CH:12][CH:13]=1)[NH:10][C:9](=[O:14])[CH2:8]2)=O.C([SiH](CC)CC)C.O. The catalyst is FC(F)(F)C(O)=O. The product is [Cl:1][CH2:2][CH2:3][C:5]1[CH:6]=[C:7]2[C:11](=[CH:12][CH:13]=1)[NH:10][C:9](=[O:14])[CH2:8]2. The yield is 0.650. (5) The catalyst is ClCCl.O1CCOCC1.O.C(N(CC)CC)C. The product is [Br:1][C:2]1[CH:3]=[CH:4][C:5]([C:8]2[N:17]([C:11]3[CH:16]=[CH:15][CH:14]=[CH:13][CH:12]=3)[C:18]3[CH:23]=[CH:22][CH:21]=[CH:20][C:19]=3[N:24]=2)=[N:6][CH:7]=1. The reactants are [Br:1][C:2]1[CH:3]=[CH:4][C:5]([C:8](Cl)=O)=[N:6][CH:7]=1.[C:11]1([NH:17][C:18]2[CH:23]=[CH:22][CH:21]=[CH:20][C:19]=2[NH2:24])[CH:16]=[CH:15][CH:14]=[CH:13][CH:12]=1.P(Cl)(Cl)(Cl)=O.C(=O)([O-])[O-].[Na+].[Na+]. The yield is 0.250.